This data is from NCI-60 drug combinations with 297,098 pairs across 59 cell lines. The task is: Regression. Given two drug SMILES strings and cell line genomic features, predict the synergy score measuring deviation from expected non-interaction effect. (1) Drug 1: CC1=CC2C(CCC3(C2CCC3(C(=O)C)OC(=O)C)C)C4(C1=CC(=O)CC4)C. Drug 2: C1C(C(OC1N2C=NC3=C(N=C(N=C32)Cl)N)CO)O. Cell line: K-562. Synergy scores: CSS=0.594, Synergy_ZIP=0.0242, Synergy_Bliss=1.01, Synergy_Loewe=-8.42, Synergy_HSA=-0.547. (2) Drug 1: C1CCN(CC1)CCOC2=CC=C(C=C2)C(=O)C3=C(SC4=C3C=CC(=C4)O)C5=CC=C(C=C5)O. Drug 2: CC12CCC(CC1=CCC3C2CCC4(C3CC=C4C5=CN=CC=C5)C)O. Cell line: SR. Synergy scores: CSS=19.7, Synergy_ZIP=-7.73, Synergy_Bliss=-8.18, Synergy_Loewe=-8.35, Synergy_HSA=-9.30. (3) Drug 1: CCC(=C(C1=CC=CC=C1)C2=CC=C(C=C2)OCCN(C)C)C3=CC=CC=C3.C(C(=O)O)C(CC(=O)O)(C(=O)O)O. Drug 2: C(CC(=O)O)C(=O)CN.Cl. Cell line: T-47D. Synergy scores: CSS=16.0, Synergy_ZIP=-4.06, Synergy_Bliss=0.782, Synergy_Loewe=-54.9, Synergy_HSA=-1.93. (4) Drug 1: C1=CC(=CC=C1CC(C(=O)O)N)N(CCCl)CCCl.Cl. Drug 2: CC1=C(C=C(C=C1)C(=O)NC2=CC(=CC(=C2)C(F)(F)F)N3C=C(N=C3)C)NC4=NC=CC(=N4)C5=CN=CC=C5. Cell line: TK-10. Synergy scores: CSS=3.10, Synergy_ZIP=-1.93, Synergy_Bliss=-2.06, Synergy_Loewe=-5.89, Synergy_HSA=-4.91. (5) Drug 1: CCC1=CC2CC(C3=C(CN(C2)C1)C4=CC=CC=C4N3)(C5=C(C=C6C(=C5)C78CCN9C7C(C=CC9)(C(C(C8N6C)(C(=O)OC)O)OC(=O)C)CC)OC)C(=O)OC.C(C(C(=O)O)O)(C(=O)O)O. Drug 2: CCC1(CC2CC(C3=C(CCN(C2)C1)C4=CC=CC=C4N3)(C5=C(C=C6C(=C5)C78CCN9C7C(C=CC9)(C(C(C8N6C)(C(=O)OC)O)OC(=O)C)CC)OC)C(=O)OC)O.OS(=O)(=O)O. Cell line: CCRF-CEM. Synergy scores: CSS=76.8, Synergy_ZIP=5.91, Synergy_Bliss=4.52, Synergy_Loewe=5.39, Synergy_HSA=5.46. (6) Synergy scores: CSS=3.38, Synergy_ZIP=-0.000539, Synergy_Bliss=3.17, Synergy_Loewe=-3.62, Synergy_HSA=1.30. Drug 2: CC12CCC3C(C1CCC2O)C(CC4=C3C=CC(=C4)O)CCCCCCCCCS(=O)CCCC(C(F)(F)F)(F)F. Cell line: SK-OV-3. Drug 1: CC1=C(C=C(C=C1)NC2=NC=CC(=N2)N(C)C3=CC4=NN(C(=C4C=C3)C)C)S(=O)(=O)N.Cl. (7) Drug 1: CC1=CC2C(CCC3(C2CCC3(C(=O)C)OC(=O)C)C)C4(C1=CC(=O)CC4)C. Drug 2: CN(CCCl)CCCl.Cl. Cell line: NCI/ADR-RES. Synergy scores: CSS=-1.98, Synergy_ZIP=-1.78, Synergy_Bliss=-2.56, Synergy_Loewe=-7.35, Synergy_HSA=-4.54. (8) Drug 1: CCCCC(=O)OCC(=O)C1(CC(C2=C(C1)C(=C3C(=C2O)C(=O)C4=C(C3=O)C=CC=C4OC)O)OC5CC(C(C(O5)C)O)NC(=O)C(F)(F)F)O. Drug 2: C(CCl)NC(=O)N(CCCl)N=O. Cell line: SK-MEL-28. Synergy scores: CSS=48.2, Synergy_ZIP=-3.97, Synergy_Bliss=-6.56, Synergy_Loewe=-24.0, Synergy_HSA=-5.30. (9) Drug 1: CC12CCC(CC1=CCC3C2CCC4(C3CC=C4C5=CN=CC=C5)C)O. Drug 2: CC1C(C(CC(O1)OC2CC(CC3=C2C(=C4C(=C3O)C(=O)C5=C(C4=O)C(=CC=C5)OC)O)(C(=O)C)O)N)O.Cl. Cell line: HCT116. Synergy scores: CSS=44.5, Synergy_ZIP=3.02, Synergy_Bliss=3.45, Synergy_Loewe=-16.8, Synergy_HSA=4.05. (10) Drug 1: C1CCC(CC1)NC(=O)N(CCCl)N=O. Drug 2: CNC(=O)C1=NC=CC(=C1)OC2=CC=C(C=C2)NC(=O)NC3=CC(=C(C=C3)Cl)C(F)(F)F. Cell line: CCRF-CEM. Synergy scores: CSS=62.3, Synergy_ZIP=3.90, Synergy_Bliss=3.26, Synergy_Loewe=2.70, Synergy_HSA=4.15.